From a dataset of Aqueous solubility values for 9,982 compounds from the AqSolDB database. Regression/Classification. Given a drug SMILES string, predict its absorption, distribution, metabolism, or excretion properties. Task type varies by dataset: regression for continuous measurements (e.g., permeability, clearance, half-life) or binary classification for categorical outcomes (e.g., BBB penetration, CYP inhibition). For this dataset (solubility_aqsoldb), we predict Y. The compound is O=C(O)c1ccc(C(=O)O)c(C(=O)O)c1. The Y is -1.00 log mol/L.